From a dataset of Forward reaction prediction with 1.9M reactions from USPTO patents (1976-2016). Predict the product of the given reaction. (1) Given the reactants C(OC([N:8]1[CH2:13][CH2:12][N:11]([C:14]2[CH:22]=[CH:21][CH:20]=[C:19]3[C:15]=2[CH:16]=[CH:17][N:18]3[S:23]([C:26]2[CH:31]=[CH:30][CH:29]=[C:28]([Cl:32])[CH:27]=2)(=[O:25])=[O:24])[CH2:10][CH2:9]1)=O)(C)(C)C.[B-](F)(F)(F)[F:34].[B-](F)(F)(F)F.C1[N+]2(CCl)CC[N+](F)(CC2)C1.C(OCC)C, predict the reaction product. The product is: [ClH:32].[Cl:32][C:28]1[CH:27]=[C:26]([S:23]([N:18]2[C:19]3[C:15](=[C:14]([N:11]4[CH2:12][CH2:13][NH:8][CH2:9][CH2:10]4)[C:22]([F:34])=[CH:21][CH:20]=3)[CH:16]=[CH:17]2)(=[O:25])=[O:24])[CH:31]=[CH:30][CH:29]=1. (2) Given the reactants Cl[C:2]1[C:7]([N+:8]([O-:10])=[O:9])=[CH:6][CH:5]=[CH:4][N:3]=1.[CH3:11][O:12][C:13](=[O:23])[CH2:14][C:15]1[CH:20]=[CH:19][C:18]([NH2:21])=[CH:17][C:16]=1[CH3:22].Cl, predict the reaction product. The product is: [CH3:11][O:12][C:13](=[O:23])[CH2:14][C:15]1[CH:20]=[CH:19][C:18]([NH:21][C:2]2[C:7]([N+:8]([O-:10])=[O:9])=[CH:6][CH:5]=[CH:4][N:3]=2)=[CH:17][C:16]=1[CH3:22]. (3) The product is: [Br:13][CH2:1][C:2]1[N:12]=[CH:11][CH:10]=[CH:9][C:3]=1[C:4]([O:6][CH2:7][CH3:8])=[O:5]. Given the reactants [CH3:1][C:2]1[N:12]=[CH:11][CH:10]=[CH:9][C:3]=1[C:4]([O:6][CH2:7][CH3:8])=[O:5].[Br:13]N1C(=O)CCC1=O, predict the reaction product. (4) Given the reactants Br[C:2]1[CH:7]=[CH:6][C:5]([C:8]2[CH:13]=[CH:12][C:11]([CH:14]([N:16]3[CH2:20][CH2:19][CH2:18][CH2:17]3)[CH3:15])=[CH:10][CH:9]=2)=[CH:4][C:3]=1[F:21].[N:22]1[CH:27]=[C:26](B(O)O)[CH:25]=[N:24][CH:23]=1, predict the reaction product. The product is: [F:21][C:3]1[CH:4]=[C:5]([C:8]2[CH:13]=[CH:12][C:11]([CH:14]([N:16]3[CH2:20][CH2:19][CH2:18][CH2:17]3)[CH3:15])=[CH:10][CH:9]=2)[CH:6]=[CH:7][C:2]=1[C:26]1[CH:27]=[N:22][CH:23]=[N:24][CH:25]=1. (5) Given the reactants C(NC1C=CC(C2C=C3C(CN([C@@H](C(C)C)C(O)=O)C3=O)=CC=2)=CC=1)(=O)C1C=CC=CC=1.[CH2:33]([O:35][C:36]1[CH:37]=[C:38]([CH:66]=[C:67]([O:69][CH2:70][CH3:71])[CH:68]=1)[C:39]([NH:41][C:42]1[CH:47]=[CH:46][C:45]([C:48]2[CH:56]=[C:55]3[C:51]([CH2:52][N:53]([C@@H:58]([CH:63]([CH3:65])[CH3:64])[C:59]([O:61]C)=[O:60])[C:54]3=[O:57])=[CH:50][CH:49]=2)=[CH:44][CH:43]=1)=[O:40])[CH3:34], predict the reaction product. The product is: [CH2:33]([O:35][C:36]1[CH:37]=[C:38]([CH:66]=[C:67]([O:69][CH2:70][CH3:71])[CH:68]=1)[C:39]([NH:41][C:42]1[CH:47]=[CH:46][C:45]([C:48]2[CH:56]=[C:55]3[C:51]([CH2:52][N:53]([C@@H:58]([CH:63]([CH3:64])[CH3:65])[C:59]([OH:61])=[O:60])[C:54]3=[O:57])=[CH:50][CH:49]=2)=[CH:44][CH:43]=1)=[O:40])[CH3:34]. (6) Given the reactants [Cl:1][C:2]1[CH:10]=[CH:9][C:5]([C:6]([OH:8])=[O:7])=[C:4]([F:11])[CH:3]=1.C(O)(=O)C.C(O)(=O)C.[I:20]C1C=CC=CC=1.II.CN(C=O)C, predict the reaction product. The product is: [Cl:1][C:2]1[CH:10]=[C:9]([I:20])[C:5]([C:6]([OH:8])=[O:7])=[C:4]([F:11])[CH:3]=1. (7) Given the reactants Br[CH:2]([CH2:15][CH2:16][CH3:17])[C:3]([NH:5][C:6]1[CH:11]=[C:10]([CH3:12])[CH:9]=[C:8]([CH3:13])[C:7]=1[OH:14])=[O:4].C(=O)([O-])[O-].[K+].[K+].C(OCC)(=O)C.O, predict the reaction product. The product is: [CH3:12][C:10]1[CH:9]=[C:8]([CH3:13])[C:7]2[O:14][CH:2]([CH2:15][CH2:16][CH3:17])[C:3](=[O:4])[NH:5][C:6]=2[CH:11]=1.